Task: Predict the reactants needed to synthesize the given product.. Dataset: Full USPTO retrosynthesis dataset with 1.9M reactions from patents (1976-2016) Given the product [C:11]([O:14][C:15](=[O:16])[NH:1][C:2]1[C:7]([CH:8]=[O:9])=[CH:6][CH:5]=[CH:4][N:3]=1)([CH3:13])([CH3:12])[CH3:10], predict the reactants needed to synthesize it. The reactants are: [NH2:1][C:2]1[C:7]([CH:8]=[O:9])=[CH:6][CH:5]=[CH:4][N:3]=1.[CH3:10][C:11]([O:14][C:15](O[C:15]([O:14][C:11]([CH3:13])([CH3:12])[CH3:10])=[O:16])=[O:16])([CH3:13])[CH3:12].